From a dataset of Reaction yield outcomes from USPTO patents with 853,638 reactions. Predict the reaction yield, written as a fraction of the theoretical maximum amount of product (1.0 means a 100% yield; for example, 0.34 means a 34% yield). The reactants are N1CCCCC1.[OH:7][C:8]1[CH:9]=[C:10]([CH:13]=[CH:14][C:15]=1[O:16][CH3:17])[CH:11]=O.C([CH2:21][C:22]([NH:24][C:25]1[CH:33]=[CH:32][CH:31]=[CH:30][C:26]=1[C:27]([OH:29])=[O:28])=[O:23])(O)=O.Cl. The catalyst is C1(C)C=CC=CC=1. The product is [OH:7][C:8]1[CH:9]=[C:10](/[CH:11]=[CH:21]/[C:22]([NH:24][C:25]2[CH:33]=[CH:32][CH:31]=[CH:30][C:26]=2[C:27]([OH:29])=[O:28])=[O:23])[CH:13]=[CH:14][C:15]=1[O:16][CH3:17]. The yield is 0.760.